The task is: Predict the reaction yield, written as a fraction of the theoretical maximum amount of product (1.0 means a 100% yield; for example, 0.34 means a 34% yield).. This data is from Reaction yield outcomes from USPTO patents with 853,638 reactions. The reactants are [Br:1][C:2]1[CH:7]=[CH:6][C:5]([C:8]2[S:12][C:11]3[CH:13]=[C:14]([O:17]C)[CH:15]=[CH:16][C:10]=3[CH:9]=2)=[CH:4][CH:3]=1.B(Br)(Br)Br. No catalyst specified. The product is [Br:1][C:2]1[CH:7]=[CH:6][C:5]([C:8]2[S:12][C:11]3[CH:13]=[C:14]([OH:17])[CH:15]=[CH:16][C:10]=3[CH:9]=2)=[CH:4][CH:3]=1. The yield is 0.880.